This data is from Full USPTO retrosynthesis dataset with 1.9M reactions from patents (1976-2016). The task is: Predict the reactants needed to synthesize the given product. (1) Given the product [C:6]1([CH:12]2[CH2:14][NH:4][CH2:1][CH2:2][NH:3]2)[CH:11]=[CH:10][CH:9]=[CH:8][CH:7]=1, predict the reactants needed to synthesize it. The reactants are: [CH2:1]([NH2:4])[CH2:2][NH2:3].O.[C:6]1([C:12]([CH:14]=O)=O)[CH:11]=[CH:10][CH:9]=[CH:8][CH:7]=1.[BH4-].[Na+]. (2) The reactants are: [OH:1][C:2]1[CH:10]=[CH:9][CH:8]=[CH:7][C:3]=1[C:4]([OH:6])=[O:5].[CH2:11]1N2CN3CN(C2)CN1C3.Cl.[OH2:22]. Given the product [CH:11]([C:8]1[CH:9]=[CH:10][C:2]([OH:1])=[C:3]([CH:7]=1)[C:4]([OH:6])=[O:5])=[O:22], predict the reactants needed to synthesize it. (3) Given the product [CH3:1][O:2][C:3](=[O:23])[CH2:4][C:5]1[CH:6]=[C:7]([C:11]2[CH:16]=[CH:15][C:14]([C:17]([F:19])([F:20])[F:18])=[CH:13][C:12]=2[CH2:21][NH:26][CH2:24][CH3:25])[CH:8]=[CH:9][CH:10]=1, predict the reactants needed to synthesize it. The reactants are: [CH3:1][O:2][C:3](=[O:23])[CH2:4][C:5]1[CH:6]=[C:7]([C:11]2[CH:16]=[CH:15][C:14]([C:17]([F:20])([F:19])[F:18])=[CH:13][C:12]=2[CH:21]=O)[CH:8]=[CH:9][CH:10]=1.[CH2:24]([NH2:26])[CH3:25].